This data is from Full USPTO retrosynthesis dataset with 1.9M reactions from patents (1976-2016). The task is: Predict the reactants needed to synthesize the given product. (1) Given the product [N:29]1[CH:30]=[CH:31][CH:32]=[C:27]([C:24]2[CH:23]=[CH:22][C:21]([N:18]3[CH2:19][CH2:20][N:15]([S:12]([CH2:11][C:5]4([C:3]([OH:4])=[O:2])[CH2:6][CH2:7][O:8][CH2:9][CH2:10]4)(=[O:14])=[O:13])[CH2:16][CH2:17]3)=[CH:26][CH:25]=2)[CH:28]=1, predict the reactants needed to synthesize it. The reactants are: C[O:2][C:3]([C:5]1([CH2:11][S:12]([N:15]2[CH2:20][CH2:19][N:18]([C:21]3[CH:26]=[CH:25][C:24]([C:27]4[CH:28]=[N:29][CH:30]=[CH:31][CH:32]=4)=[CH:23][CH:22]=3)[CH2:17][CH2:16]2)(=[O:14])=[O:13])[CH2:10][CH2:9][O:8][CH2:7][CH2:6]1)=[O:4].O.[OH-].[Li+].CO.O. (2) Given the product [C:19]1([NH:18][C:16](=[O:17])[NH:15][C:12]2[CH:11]=[CH:10][C:9]([O:8][C:4]3[N:5]=[CH:6][N:7]=[C:2]([NH:1][C:25](=[O:27])[CH3:26])[CH:3]=3)=[CH:14][CH:13]=2)[CH:20]=[CH:21][CH:22]=[CH:23][CH:24]=1, predict the reactants needed to synthesize it. The reactants are: [NH2:1][C:2]1[N:7]=[CH:6][N:5]=[C:4]([O:8][C:9]2[CH:14]=[CH:13][C:12]([NH:15][C:16]([NH:18][C:19]3[CH:24]=[CH:23][CH:22]=[CH:21][CH:20]=3)=[O:17])=[CH:11][CH:10]=2)[CH:3]=1.[C:25](OC(=O)C)(=[O:27])[CH3:26].N1C=CC=CC=1.